Dataset: Full USPTO retrosynthesis dataset with 1.9M reactions from patents (1976-2016). Task: Predict the reactants needed to synthesize the given product. (1) Given the product [O:51]=[C:29]1[C:28]([CH2:27][C:24]2[CH:25]=[CH:26][C:21]([C:16]3[CH:17]=[CH:18][CH:19]=[CH:20][C:15]=3[C:13]3[NH:3][C:4](=[O:7])[O:6][N:14]=3)=[CH:22][CH:23]=2)=[C:33]([CH2:34][CH2:35][CH3:36])[N:32]2[N:37]=[CH:38][N:39]=[C:31]2[N:30]1[C@H:40]1[CH2:45][CH2:44][C@H:43]([C:46]([O:48][CH2:49][CH3:50])=[O:47])[CH2:42][CH2:41]1, predict the reactants needed to synthesize it. The reactants are: [Cl-].O[NH3+:3].[C:4](=[O:7])([O-:6])O.[Na+].CS(C)=O.[C:13]([C:15]1[CH:20]=[CH:19][CH:18]=[CH:17][C:16]=1[C:21]1[CH:26]=[CH:25][C:24]([CH2:27][C:28]2[C:29](=[O:51])[N:30]([C@H:40]3[CH2:45][CH2:44][C@H:43]([C:46]([O:48][CH2:49][CH3:50])=[O:47])[CH2:42][CH2:41]3)[C:31]3[N:32]([N:37]=[CH:38][N:39]=3)[C:33]=2[CH2:34][CH2:35][CH3:36])=[CH:23][CH:22]=1)#[N:14]. (2) Given the product [Cl:1][C:2]1[N:3]=[C:4]([C:9]([NH:11][C:12]2[CH:17]=[CH:16][C:15]([C:18]3[O:19][C:20]([CH3:27])=[C:21]([C:23]([OH:25])=[O:24])[N:22]=3)=[CH:14][C:13]=2[O:28][CH3:29])=[O:10])[NH:5][C:6]=1[CH2:7][CH3:8], predict the reactants needed to synthesize it. The reactants are: [Cl:1][C:2]1[N:3]=[C:4]([C:9]([NH:11][C:12]2[CH:17]=[CH:16][C:15]([C:18]3[O:19][C:20]([CH3:27])=[C:21]([C:23]([O:25]C)=[O:24])[N:22]=3)=[CH:14][C:13]=2[O:28][CH3:29])=[O:10])[NH:5][C:6]=1[CH2:7][CH3:8].[OH-].[Li+].CO.